From a dataset of Forward reaction prediction with 1.9M reactions from USPTO patents (1976-2016). Predict the product of the given reaction. (1) Given the reactants [F:1][C:2]1[CH:3]=[C:4]2[CH:11]=[CH:10][NH:9][C:5]2=[N+:6]([O-])[CH:7]=1.C(=O)([O-])O.[Na+].P(Cl)(Cl)([Cl:19])=O, predict the reaction product. The product is: [Cl:19][C:3]1[C:2]([F:1])=[CH:7][N:6]=[C:5]2[NH:9][CH:10]=[CH:11][C:4]=12. (2) Given the reactants [CH3:1][O:2][C:3]1[CH:4]=[C:5]([CH2:13][C:14]([OH:16])=[O:15])[CH:6]=[C:7]([O:11][CH3:12])[C:8]=1[O:9][CH3:10].C[C:18]1[CH:25]=[CH:24]C=C[C:19]=1[CH:20]=[S:21].C(N([CH2:31][CH3:32])CC)C.[C:33](OC(=O)C)(=O)C.Cl, predict the reaction product. The product is: [CH3:33][S:21][C:20]1[CH:19]=[CH:18][CH:25]=[CH:24][C:31]=1/[CH:32]=[C:13](\[C:5]1[CH:6]=[C:7]([O:11][CH3:12])[C:8]([O:9][CH3:10])=[C:3]([O:2][CH3:1])[CH:4]=1)/[C:14]([OH:16])=[O:15].